Dataset: Full USPTO retrosynthesis dataset with 1.9M reactions from patents (1976-2016). Task: Predict the reactants needed to synthesize the given product. (1) Given the product [OH:29][CH2:28][CH2:27][O:26][C:23]1[CH:24]=[CH:25][C:20]([N:17]2[CH:18]=[CH:19][C:15]([CH:13]([C:11]3[CH:10]=[CH:9][C:8]4[NH:4][C:5](=[O:36])[S:6][C:7]=4[CH:12]=3)[CH3:14])=[N:16]2)=[N:21][CH:22]=1, predict the reactants needed to synthesize it. The reactants are: COC[N:4]1[C:8]2[CH:9]=[CH:10][C:11]([CH:13]([C:15]3[CH:19]=[CH:18][N:17]([C:20]4[CH:25]=[CH:24][C:23]([O:26][CH2:27][CH2:28][O:29]C5CCCCO5)=[CH:22][N:21]=4)[N:16]=3)[CH3:14])=[CH:12][C:7]=2[S:6][C:5]1=[O:36].FC(F)(F)C(O)=O.C1COCC1.[OH-].[NH4+]. (2) The reactants are: [C:1]1([CH2:7][SH:8])[CH:6]=[CH:5][CH:4]=[CH:3][CH:2]=1.C(=O)([O-])[O-].[K+].[K+].Cl[C:16]1[C:21]([CH:22]([CH3:24])[CH3:23])=[CH:20][C:19]([N+:25]([O-:27])=[O:26])=[CH:18][N:17]=1. Given the product [CH2:7]([S:8][C:16]1[C:21]([CH:22]([CH3:23])[CH3:24])=[CH:20][C:19]([N+:25]([O-:27])=[O:26])=[CH:18][N:17]=1)[C:1]1[CH:6]=[CH:5][CH:4]=[CH:3][CH:2]=1, predict the reactants needed to synthesize it. (3) Given the product [Br:22][C:14]1[N:11]2[CH2:12][CH2:13][N:8]([C:6]([O:5][C:1]([CH3:4])([CH3:3])[CH3:2])=[O:7])[CH2:9][C:10]2=[N:16][C:15]=1[C:17]([O:19][CH2:20][CH3:21])=[O:18], predict the reactants needed to synthesize it. The reactants are: [C:1]([O:5][C:6]([N:8]1[CH2:13][CH2:12][N:11]2[CH:14]=[C:15]([C:17]([O:19][CH2:20][CH3:21])=[O:18])[N:16]=[C:10]2[CH2:9]1)=[O:7])([CH3:4])([CH3:3])[CH3:2].[Br:22]Br.S(=O)(O)[O-].[Na+]. (4) Given the product [C:3]([C:5]1([C:8]2[CH:43]=[CH:42][CH:41]=[CH:40][C:9]=2[CH2:10][CH2:11][C:12]2[C:17]([C:18]([F:21])([F:19])[F:20])=[CH:16][N:15]=[C:14]([NH:22][C:23]3[CH:28]=[CH:27][C:26]([CH:29]4[CH2:30][N:31]([C:33]([O:35][C:36]([CH3:39])([CH3:37])[CH3:38])=[O:34])[CH2:32]4)=[CH:25][CH:24]=3)[N:13]=2)[CH2:6][CH2:7]1)(=[O:2])[NH2:54], predict the reactants needed to synthesize it. The reactants are: C[O:2][C:3]([C:5]1([C:8]2[CH:43]=[CH:42][CH:41]=[CH:40][C:9]=2[CH2:10][CH2:11][C:12]2[C:17]([C:18]([F:21])([F:20])[F:19])=[CH:16][N:15]=[C:14]([NH:22][C:23]3[CH:28]=[CH:27][C:26]([CH:29]4[CH2:32][N:31]([C:33]([O:35][C:36]([CH3:39])([CH3:38])[CH3:37])=[O:34])[CH2:30]4)=[CH:25][CH:24]=3)[N:13]=2)[CH2:7][CH2:6]1)=O.O[Li].O.Cl.C1C=CC2N(O)N=[N:54]C=2C=1.CCN=C=NCCCN(C)C.Cl.CCN(C(C)C)C(C)C.C(=O)([O-])[O-].[NH4+].[NH4+]. (5) The reactants are: Cl.Cl.Cl.[NH:4]1[CH2:9][CH2:8][CH:7]([NH:10][C:11]2[C:16]([C:17]([NH2:19])=[O:18])=[CH:15][N:14]=[C:13]([NH:20][C:21]3[CH:26]=[N:25][CH:24]=[CH:23][N:22]=3)[CH:12]=2)[CH2:6][CH2:5]1.C(N(CC)CC)C.[C:34]([C:36]1[CH:41]=[CH:40][C:39]([S:42](Cl)(=[O:44])=[O:43])=[CH:38][CH:37]=1)#[N:35]. Given the product [C:34]([C:36]1[CH:37]=[CH:38][C:39]([S:42]([N:4]2[CH2:9][CH2:8][CH:7]([NH:10][C:11]3[C:16]([C:17]([NH2:19])=[O:18])=[CH:15][N:14]=[C:13]([NH:20][C:21]4[CH:26]=[N:25][CH:24]=[CH:23][N:22]=4)[CH:12]=3)[CH2:6][CH2:5]2)(=[O:44])=[O:43])=[CH:40][CH:41]=1)#[N:35], predict the reactants needed to synthesize it. (6) Given the product [O:1]=[C:2]([C:27]1[C:36]2[C:31](=[CH:32][CH:33]=[C:34]([O:37][CH3:38])[CH:35]=2)[N:30]=[CH:29][C:28]=1[F:39])[CH2:3][CH2:4][CH:5]1[CH2:10][CH2:9][N:8]([CH2:11][CH2:12][S:13][C:14]2[CH:19]=[C:18]([F:20])[CH:17]=[CH:16][C:15]=2[F:21])[CH2:7][CH:6]1[CH2:22][C:23]([OH:25])=[O:24], predict the reactants needed to synthesize it. The reactants are: [O:1]=[C:2]([C:27]1[C:36]2[C:31](=[CH:32][CH:33]=[C:34]([O:37][CH3:38])[CH:35]=2)[N:30]=[CH:29][C:28]=1[F:39])[CH2:3][CH2:4][CH:5]1[CH2:10][CH2:9][N:8]([CH2:11][CH2:12][S:13][C:14]2[CH:19]=[C:18]([F:20])[CH:17]=[CH:16][C:15]=2[F:21])[CH2:7][CH:6]1[CH2:22][C:23]([O:25]C)=[O:24].[OH-].[Na+].O1CCOCC1.O.